Dataset: Forward reaction prediction with 1.9M reactions from USPTO patents (1976-2016). Task: Predict the product of the given reaction. (1) Given the reactants Br[C:2]1[C:10]2[O:9][C:8]([CH2:11][CH2:12][C:13]#[C:14][C:15]3[CH:20]=[CH:19][CH:18]=[CH:17][N:16]=3)=[N:7][C:6]=2[CH:5]=[C:4]([F:21])[CH:3]=1.C([O-])(O)=O.[Na+].[C:27]1(B(O)O)[CH:32]=[CH:31][CH:30]=[CH:29][CH:28]=1.CCOC(C)=O, predict the reaction product. The product is: [F:21][C:4]1[CH:3]=[C:2]([C:27]2[CH:32]=[CH:31][CH:30]=[CH:29][CH:28]=2)[C:10]2[O:9][C:8]([CH2:11][CH2:12][C:13]#[C:14][C:15]3[CH:20]=[CH:19][CH:18]=[CH:17][N:16]=3)=[N:7][C:6]=2[CH:5]=1. (2) Given the reactants [CH2:1]([N:8]1[CH:12]=[C:11]([OH:13])[CH:10]=[N:9]1)[C:2]1[CH:7]=[CH:6][CH:5]=[CH:4][CH:3]=1.[C:14]([O-])([O-])=O.[Cs+].[Cs+].CI, predict the reaction product. The product is: [CH3:14][O:13][C:11]1[CH:10]=[N:9][N:8]([CH2:1][C:2]2[CH:3]=[CH:4][CH:5]=[CH:6][CH:7]=2)[CH:12]=1.